Dataset: Full USPTO retrosynthesis dataset with 1.9M reactions from patents (1976-2016). Task: Predict the reactants needed to synthesize the given product. (1) Given the product [NH2:9][C:5]1[CH:4]=[C:3]([C:12]([F:13])([F:14])[F:15])[C:2]([Cl:1])=[CH:7][C:6]=1[OH:8], predict the reactants needed to synthesize it. The reactants are: [Cl:1][C:2]1[C:3]([C:12]([F:15])([F:14])[F:13])=[CH:4][C:5]([N+:9]([O-])=O)=[C:6]([OH:8])[CH:7]=1.C(OCC)(=O)C.C(O)(=O)C. (2) Given the product [C:16]([O:20][C:21]([N:23]1[CH2:28][CH2:27][CH:26]([N:29]([CH:30]2[CH2:31][CH2:32]2)[C:11](=[O:13])[C:10]2[CH:9]=[CH:8][C:7]([C:4]3[CH:5]=[CH:6][N:1]=[N:2][CH:3]=3)=[CH:15][CH:14]=2)[CH2:25][CH2:24]1)=[O:22])([CH3:19])([CH3:17])[CH3:18], predict the reactants needed to synthesize it. The reactants are: [N:1]1[CH:6]=[CH:5][C:4]([C:7]2[CH:15]=[CH:14][C:10]([C:11]([OH:13])=O)=[CH:9][CH:8]=2)=[CH:3][N:2]=1.[C:16]([O:20][C:21]([N:23]1[CH2:28][CH2:27][CH:26]([NH:29][CH:30]2[CH2:32][CH2:31]2)[CH2:25][CH2:24]1)=[O:22])([CH3:19])([CH3:18])[CH3:17]. (3) Given the product [CH:9]1[C:10]2[C:15](=[CH:14][CH:13]=[CH:12][CH:11]=2)[CH:16]=[CH:17][C:8]=1[N:7]1[CH2:2][CH2:3][NH:4][C:5]1=[O:6], predict the reactants needed to synthesize it. The reactants are: Cl[CH2:2][CH2:3][NH:4][C:5]([NH:7][C:8]1[CH:17]=[CH:16][C:15]2[C:10](=[CH:11][CH:12]=[CH:13][CH:14]=2)[CH:9]=1)=[O:6].[H-].[Na+].CO. (4) Given the product [C:15]([NH:19][C:10]([C:3]1[N:4]2[CH:9]=[CH:8][N:7]=[CH:6][C:5]2=[N:1][N:2]=1)=[O:12])([CH3:18])([CH3:17])[CH3:16], predict the reactants needed to synthesize it. The reactants are: [N:1]1[N:2]=[C:3]([C:10]([O:12]CC)=O)[N:4]2[CH:9]=[CH:8][N:7]=[CH:6][C:5]=12.[C:15]([NH2:19])([CH3:18])([CH3:17])[CH3:16]. (5) Given the product [CH3:35][O:34][C:32]([C:29]1[N:30]=[CH:31][C:26]([O:5][CH2:6][C:7]2[CH:24]=[CH:23][C:10]3[CH2:11][CH2:12][N:13]([C:16]([O:18][C:19]([CH3:22])([CH3:21])[CH3:20])=[O:17])[CH2:14][CH2:15][C:9]=3[CH:8]=2)=[N:27][CH:28]=1)=[O:33], predict the reactants needed to synthesize it. The reactants are: CS([O:5][CH2:6][C:7]1[CH:24]=[CH:23][C:10]2[CH2:11][CH2:12][N:13]([C:16]([O:18][C:19]([CH3:22])([CH3:21])[CH3:20])=[O:17])[CH2:14][CH2:15][C:9]=2[CH:8]=1)(=O)=O.O=[C:26]1[CH:31]=[N:30][C:29]([C:32]([O:34][CH3:35])=[O:33])=[CH:28][NH:27]1.C(=O)([O-])[O-].[Cs+].[Cs+].O. (6) Given the product [Cl:1][C:2]1[CH:3]=[CH:4][C:5]([C:8]2[S:9][CH:10]=[C:11]([CH2:13][S:14][C:15]3[C:20]([C:21]#[N:22])=[C:19]([C:23]4[CH:28]=[CH:27][C:26]([O:29][CH2:30][CH2:31][OH:32])=[CH:25][CH:24]=4)[C:18]([C:33]#[N:34])=[C:17]([N:37]([CH2:35][CH3:36])[CH3:38])[N:16]=3)[N:12]=2)=[CH:6][CH:7]=1, predict the reactants needed to synthesize it. The reactants are: [Cl:1][C:2]1[CH:7]=[CH:6][C:5]([C:8]2[S:9][CH:10]=[C:11]([CH2:13][S:14][C:15]3[C:20]([C:21]#[N:22])=[C:19]([C:23]4[CH:28]=[CH:27][C:26]([O:29][CH2:30][CH2:31][OH:32])=[CH:25][CH:24]=4)[C:18]([C:33]#[N:34])=[CH:17][N:16]=3)[N:12]=2)=[CH:4][CH:3]=1.[CH2:35]([NH:37][CH3:38])[CH3:36].O. (7) The reactants are: [Cl:1][C:2]1[C:7]([NH2:8])=[C:6]([Cl:9])[N:5]=[CH:4][N:3]=1.[CH:10]1([CH2:13][C:14](Cl)=[O:15])[CH2:12][CH2:11]1.O1CCCC1. Given the product [CH:10]1([CH2:13][C:14]([NH:8][C:7]2[C:2]([Cl:1])=[N:3][CH:4]=[N:5][C:6]=2[Cl:9])=[O:15])[CH2:12][CH2:11]1, predict the reactants needed to synthesize it. (8) Given the product [Cl:1][C:2]1[CH:3]=[C:4]([O:24][CH3:25])[C:5]([O:22][CH3:23])=[C:6]([CH:8]([NH:10][C:11]2[CH:16]=[C:15]([N:26]3[CH2:31][CH2:30][NH:29][CH2:28][CH2:27]3)[CH:14]=[CH:13][C:12]=2[S:18]([CH3:21])(=[O:20])=[O:19])[CH3:9])[CH:7]=1, predict the reactants needed to synthesize it. The reactants are: [Cl:1][C:2]1[CH:3]=[C:4]([O:24][CH3:25])[C:5]([O:22][CH3:23])=[C:6]([CH:8]([NH:10][C:11]2[CH:16]=[C:15](F)[CH:14]=[CH:13][C:12]=2[S:18]([CH3:21])(=[O:20])=[O:19])[CH3:9])[CH:7]=1.[NH:26]1[CH2:31][CH2:30][NH:29][CH2:28][CH2:27]1.C(N(CC)C(C)C)(C)C. (9) Given the product [Br:1][C:2]1[C:3]([C:11]([OH:16])=[O:13])=[N:4][C:5]([CH2:8][O:9][CH3:10])=[CH:6][CH:7]=1, predict the reactants needed to synthesize it. The reactants are: [Br:1][C:2]1[C:3]([C:11]#N)=[N:4][C:5]([CH2:8][O:9][CH3:10])=[CH:6][CH:7]=1.[OH-:13].[K+].C[OH:16].